Dataset: Reaction yield outcomes from USPTO patents with 853,638 reactions. Task: Predict the reaction yield, written as a fraction of the theoretical maximum amount of product (1.0 means a 100% yield; for example, 0.34 means a 34% yield). (1) The reactants are [CH3:1][C:2]1[O:6][N:5]=[C:4]([C:7]2[CH:12]=[CH:11][CH:10]=[CH:9][CH:8]=2)[C:3]=1[CH2:13][OH:14].O[C:16]1[CH:20]=[C:19]([CH3:21])[O:18][N:17]=1.C1(P(C2C=CC=CC=2)C2C=CC=CC=2)C=CC=CC=1.N(C(OCC)=O)=NC(OCC)=O. The catalyst is C1COCC1. The product is [CH3:1][C:2]1[O:6][N:5]=[C:4]([C:7]2[CH:12]=[CH:11][CH:10]=[CH:9][CH:8]=2)[C:3]=1[CH2:13][O:14][C:16]1[CH:20]=[C:19]([CH3:21])[O:18][N:17]=1. The yield is 0.400. (2) The reactants are [CH2:1]([S:3]([N:6]1[CH2:11][CH2:10][CH:9]([C:12]2[C:20]3[C:15](=[C:16]([C:29]([NH2:31])=[O:30])[CH:17]=[C:18]([C:21]4[CH:26]=[CH:25][CH:24]=[C:23](C=O)[CH:22]=4)[CH:19]=3)[NH:14][CH:13]=2)[CH2:8][CH2:7]1)(=[O:5])=[O:4])[CH3:2].[CH3:32][NH:33][CH2:34][CH:35]([C:37]1[CH:42]=[CH:41][CH:40]=[CH:39][CH:38]=1)[OH:36].[BH-](OC(C)=O)(OC(C)=O)O[C:45](C)=O.[Na+]. No catalyst specified. The product is [CH2:1]([S:3]([N:6]1[CH2:7][CH2:8][CH:9]([C:12]2[C:20]3[C:15](=[C:16]([C:29]([NH2:31])=[O:30])[CH:17]=[C:18]([C:21]4[CH:26]=[CH:25][CH:24]=[C:23]([CH2:32][N:33]([CH2:34][CH:35]([OH:36])[C:37]5[CH:42]=[CH:41][CH:40]=[CH:39][CH:38]=5)[CH3:45])[CH:22]=4)[CH:19]=3)[NH:14][CH:13]=2)[CH2:10][CH2:11]1)(=[O:5])=[O:4])[CH3:2]. The yield is 0.366. (3) The catalyst is CCO.C(OCC)(=O)C. The reactants are [CH3:1][O:2][C:3](=[O:21])[C:4]1[CH:9]=[C:8]([NH2:10])[C:7]([NH2:11])=[C:6]([F:12])[C:5]=1[NH:13][C:14]1[CH:19]=[CH:18][CH:17]=[CH:16][C:15]=1[Cl:20].[C:22](O)(=O)C.C(N)=N. The yield is 0.850. The product is [CH3:1][O:2][C:3]([C:4]1[C:5]([NH:13][C:14]2[CH:19]=[CH:18][CH:17]=[CH:16][C:15]=2[Cl:20])=[C:6]([F:12])[C:7]2[N:11]=[CH:22][NH:10][C:8]=2[CH:9]=1)=[O:21]. (4) The reactants are [N:1]1([C:7]2[CH:12]=[CH:11][C:10]([NH:13][C:14](=[O:17])[NH:15][NH2:16])=[CH:9][CH:8]=2)[CH2:6][CH2:5][O:4][CH2:3][CH2:2]1.[CH:18]([C:21]1[C:22]([O:34][CH2:35][O:36][CH3:37])=[CH:23][C:24]([O:30][CH2:31][O:32][CH3:33])=[C:25]([CH:29]=1)[C:26](O)=[O:27])([CH3:20])[CH3:19].O.ON1C2C=CC=CC=2N=N1.CN(C)CCCN=C=NCC.C(=O)([O-])O.[Na+]. The catalyst is CN(C)C=O.C(OCC)(=O)C.CN1CCCC1=O. The product is [N:1]1([C:7]2[CH:8]=[CH:9][C:10]([NH:13][C:14](=[O:17])[NH:15][NH:16][C:26](=[O:27])[C:25]3[CH:29]=[C:21]([CH:18]([CH3:20])[CH3:19])[C:22]([O:34][CH2:35][O:36][CH3:37])=[CH:23][C:24]=3[O:30][CH2:31][O:32][CH3:33])=[CH:11][CH:12]=2)[CH2:6][CH2:5][O:4][CH2:3][CH2:2]1. The yield is 0.700. (5) The yield is 0.580. The product is [C:11]1([C@:4]2([C:7]([O:9][CH3:10])=[O:8])[CH2:5][CH2:6][C:2]([O:1][S:40]([C:43]([F:46])([F:45])[F:44])(=[O:42])=[O:41])=[CH:3]2)[CH:12]=[CH:13][CH:14]=[CH:15][CH:16]=1. The catalyst is C(Cl)Cl. The reactants are [O:1]=[C:2]1[CH2:6][CH2:5][C@:4]([C:11]2[CH:16]=[CH:15][CH:14]=[CH:13][CH:12]=2)([C:7]([O:9][CH3:10])=[O:8])[CH2:3]1.C1COCC1.C[Si]([N-][Si](C)(C)C)(C)C.[Na+].ClC1C=CC(N([S:40]([C:43]([F:46])([F:45])[F:44])(=[O:42])=[O:41])[S:40]([C:43]([F:46])([F:45])[F:44])(=[O:42])=[O:41])=NC=1.